This data is from Catalyst prediction with 721,799 reactions and 888 catalyst types from USPTO. The task is: Predict which catalyst facilitates the given reaction. (1) The catalyst class is: 21. Product: [Br:1][C:2]1[CH:3]=[CH:4][C:5]([C:8]2([N:16]3[C:24](=[O:25])[C:23]4[C:18](=[CH:19][CH:20]=[CH:21][CH:22]=4)[C:17]3=[O:26])[CH2:9][C:10](=[O:12])[CH2:11]2)=[CH:6][CH:7]=1. Reactant: [Br:1][C:2]1[CH:7]=[CH:6][C:5]([C:8]2([N:16]3[C:24](=[O:25])[C:23]4[C:18](=[CH:19][CH:20]=[CH:21][CH:22]=4)[C:17]3=[O:26])[CH2:11][C:10]3(OCC[O:12]3)[CH2:9]2)=[CH:4][CH:3]=1.C1(C)C=CC(S(O)(=O)=O)=CC=1.C([O-])(O)=O.[Na+]. (2) Reactant: [C:1]1([N:7]2[C:12](=[O:13])[C:11]3[S:14][CH:15]=[C:16]([C:17]4[CH:22]=[CH:21][CH:20]=[CH:19][CH:18]=4)[C:10]=3[N:9]=[CH:8]2)[CH:6]=[CH:5][CH:4]=[CH:3][CH:2]=1.N[C:24]1C(C2C=CC=CC=2)=CSC=1C(OC)=O.C(OCC)(OCC)OCC.CC1CCCC(N)C1. Product: [CH3:24][CH:3]1[CH2:4][CH2:5][CH2:6][CH:1]([N:7]2[C:12](=[O:13])[C:11]3[S:14][CH:15]=[C:16]([C:17]4[CH:18]=[CH:19][CH:20]=[CH:21][CH:22]=4)[C:10]=3[N:9]=[CH:8]2)[CH2:2]1. The catalyst class is: 15. (3) The catalyst class is: 118. Reactant: C(Cl)(=O)C(Cl)=O.[C:7]([C:11]1[CH:47]=[CH:46][C:14]([CH2:15][O:16][C:17]2[CH:22]=[CH:21][CH:20]=[CH:19][C:18]=2/[CH:23]=[CH:24]/[CH:25]([CH2:37][C:38]2[CH:43]=[CH:42][C:41]([C:44]#[N:45])=[CH:40][CH:39]=2)[CH2:26][CH2:27][C:28]2[CH:36]=[CH:35][C:31]([C:32](O)=[O:33])=[CH:30][CH:29]=2)=[CH:13][CH:12]=1)([CH3:10])([CH3:9])[CH3:8].[NH2:48][NH:49][C:50]([NH2:52])=[S:51]. Product: [C:7]([C:11]1[CH:47]=[CH:46][C:14]([CH2:15][O:16][C:17]2[CH:22]=[CH:21][CH:20]=[CH:19][C:18]=2/[CH:23]=[CH:24]/[CH:25]([CH2:37][C:38]2[CH:43]=[CH:42][C:41]([C:44]#[N:45])=[CH:40][CH:39]=2)[CH2:26][CH2:27][C:28]2[CH:29]=[CH:30][C:31]([C:32]([NH:48][NH:49][C:50](=[S:51])[NH2:52])=[O:33])=[CH:35][CH:36]=2)=[CH:13][CH:12]=1)([CH3:8])([CH3:10])[CH3:9].